From a dataset of CYP2C9 inhibition data for predicting drug metabolism from PubChem BioAssay. Regression/Classification. Given a drug SMILES string, predict its absorption, distribution, metabolism, or excretion properties. Task type varies by dataset: regression for continuous measurements (e.g., permeability, clearance, half-life) or binary classification for categorical outcomes (e.g., BBB penetration, CYP inhibition). Dataset: cyp2c9_veith. (1) The drug is COC(=O)/C=C\c1cc(O)ccc1O. The result is 1 (inhibitor). (2) The drug is c1ccc(-n2cnc3cc(NCc4cccs4)ccc32)cc1. The result is 1 (inhibitor). (3) The molecule is CN[C@@H]1[C@H](O[C@@H]2O[C@H](CO)[C@@H](N)[C@H](O)[C@@H]2O)O[C@H]2C[C@@H](N)[C@@H](O[C@@H]3[C@@H](N)C[C@@H](N)[C@@H](O)[C@@H]3O)O[C@H]2[C@H]1O. The result is 0 (non-inhibitor). (4) The molecule is c1c[nH]c(CN2CCN(Cc3ncc[nH]3)CC2)n1. The result is 0 (non-inhibitor). (5) The drug is C=CCn1c(=O)c(C=Nc2cccc([N+](=O)[O-])c2)c(O)n(CCCC)c1=O. The result is 1 (inhibitor). (6) The molecule is O=C(c1cnccn1)N1CCC2(CC1)CN(Cc1nccs1)C2. The result is 0 (non-inhibitor).